This data is from Reaction yield outcomes from USPTO patents with 853,638 reactions. The task is: Predict the reaction yield, written as a fraction of the theoretical maximum amount of product (1.0 means a 100% yield; for example, 0.34 means a 34% yield). The reactants are I[CH2:2][C:3]1([CH3:32])[CH2:7][C:6]2[C:8]([CH3:31])=[C:9]([NH:23][C:24](=[O:30])[CH2:25][C:26]([CH3:29])([CH3:28])[CH3:27])[C:10]([CH3:22])=[C:11]([CH2:12][C:13]3[CH:18]=[CH:17][C:16]([CH:19]([CH3:21])[CH3:20])=[CH:15][CH:14]=3)[C:5]=2[O:4]1.[NH:33]1[CH2:37][CH2:36][CH2:35][CH2:34]1. The catalyst is O. The product is [CH:19]([C:16]1[CH:15]=[CH:14][C:13]([CH2:12][C:11]2[C:5]3[O:4][C:3]([CH3:32])([CH2:2][N:33]4[CH2:37][CH2:36][CH2:35][CH2:34]4)[CH2:7][C:6]=3[C:8]([CH3:31])=[C:9]([NH:23][C:24](=[O:30])[CH2:25][C:26]([CH3:28])([CH3:27])[CH3:29])[C:10]=2[CH3:22])=[CH:18][CH:17]=1)([CH3:20])[CH3:21]. The yield is 0.950.